Dataset: Full USPTO retrosynthesis dataset with 1.9M reactions from patents (1976-2016). Task: Predict the reactants needed to synthesize the given product. (1) Given the product [CH3:20][O:19][C:17]1[C:16]([O:21][CH3:22])=[CH:15][C:14]2[N:10]([C:8]3[S:9][C:5]([C:3]([OH:2])=[O:4])=[C:6]([C:29]4[CH:28]=[CH:27][C:26]([O:25][CH3:24])=[C:31]([O:32][CH3:33])[CH:30]=4)[N:7]=3)[CH:11]=[N:12][C:13]=2[CH:18]=1, predict the reactants needed to synthesize it. The reactants are: C[O:2][C:3]([C:5]1[S:9][C:8]([N:10]2[C:14]3[CH:15]=[C:16]([O:21][CH3:22])[C:17]([O:19][CH3:20])=[CH:18][C:13]=3[N:12]=[CH:11]2)=[N:7][C:6]=1Br)=[O:4].[CH3:24][O:25][C:26]1[CH:27]=[C:28](B(O)O)[CH:29]=[CH:30][C:31]=1[O:32][CH3:33]. (2) The reactants are: [C:1]1([C:11](Cl)=[O:12])[C:10]2[C:5](=[CH:6][CH:7]=[CH:8][CH:9]=2)[CH:4]=[CH:3][CH:2]=1.[NH2:14][C:15]1[CH:23]=[CH:22][C:21]([Cl:24])=[CH:20][C:16]=1[C:17](O)=[O:18].C(N(C(C)C)CC)(C)C.CN(C(ON1N=NC2C=CC=NC1=2)=[N+](C)C)C.F[P-](F)(F)(F)(F)F. Given the product [Cl:24][C:21]1[CH:22]=[CH:23][C:15]2[N:14]=[C:11]([C:1]3[C:10]4[C:5](=[CH:6][CH:7]=[CH:8][CH:9]=4)[CH:4]=[CH:3][CH:2]=3)[O:12][C:17](=[O:18])[C:16]=2[CH:20]=1, predict the reactants needed to synthesize it. (3) Given the product [Br:1][C:2]1[CH:8]=[CH:7][C:6]([Br:9])=[CH:5][C:3]=1[NH:4][C:19](=[O:20])[C:18]1[CH:22]=[CH:23][C:24]([S:26]([CH3:29])(=[O:28])=[O:27])=[CH:25][C:17]=1[F:16], predict the reactants needed to synthesize it. The reactants are: [Br:1][C:2]1[CH:8]=[CH:7][C:6]([Br:9])=[CH:5][C:3]=1[NH2:4].N1C=CC=CC=1.[F:16][C:17]1[CH:25]=[C:24]([S:26]([CH3:29])(=[O:28])=[O:27])[CH:23]=[CH:22][C:18]=1[C:19](Cl)=[O:20]. (4) The reactants are: [CH3:1][S:2](Cl)(=[O:4])=[O:3].Cl.[NH2:7][CH2:8][CH2:9][CH2:10][NH:11][C:12](=[O:39])[C:13]1[CH:18]=[CH:17][CH:16]=[C:15]([C:19]2[C:24]3[CH:25]=[C:26]([CH2:28][C:29]4[CH:34]=[CH:33][CH:32]=[C:31]([C:35]([F:38])([F:37])[F:36])[CH:30]=4)[O:27][C:23]=3[CH:22]=[CH:21][CH:20]=2)[CH:14]=1.C(N(CC)CC)C.Cl. Given the product [CH3:1][S:2]([NH:7][CH2:8][CH2:9][CH2:10][NH:11][C:12](=[O:39])[C:13]1[CH:18]=[CH:17][CH:16]=[C:15]([C:19]2[C:24]3[CH:25]=[C:26]([CH2:28][C:29]4[CH:34]=[CH:33][CH:32]=[C:31]([C:35]([F:36])([F:37])[F:38])[CH:30]=4)[O:27][C:23]=3[CH:22]=[CH:21][CH:20]=2)[CH:14]=1)(=[O:4])=[O:3], predict the reactants needed to synthesize it. (5) Given the product [CH3:22][O:21][C:16]1[CH:15]=[C:14]([O:23][CH3:24])[CH:13]=[C:12]2[C:17]=1[C:18](=[O:20])[NH:19][C:10]([C:3]1[CH:4]=[CH:5][C:6]([O:8][CH3:9])=[CH:7][C:2]=1[NH:34][CH2:33][CH2:32][CH2:31][N:28]1[CH2:29][CH2:30][O:25][CH2:26][CH2:27]1)=[N:11]2, predict the reactants needed to synthesize it. The reactants are: F[C:2]1[CH:7]=[C:6]([O:8][CH3:9])[CH:5]=[CH:4][C:3]=1[C:10]1[NH:19][C:18](=[O:20])[C:17]2[C:12](=[CH:13][C:14]([O:23][CH3:24])=[CH:15][C:16]=2[O:21][CH3:22])[N:11]=1.[O:25]1[CH2:30][CH2:29][N:28]([CH2:31][CH2:32][CH2:33][NH2:34])[CH2:27][CH2:26]1.C[Si]([N-][Si](C)(C)C)(C)C.[Li+]. (6) Given the product [CH3:1][O:2][C:3](=[O:12])[C:4]1[CH:9]=[C:8]([I:10])[CH:7]=[CH:6][C:5]=1[O:11][CH:19]([CH3:21])[CH3:20], predict the reactants needed to synthesize it. The reactants are: [CH3:1][O:2][C:3](=[O:12])[C:4]1[CH:9]=[C:8]([I:10])[CH:7]=[CH:6][C:5]=1[OH:11].C(=O)([O-])[O-].[K+].[K+].[CH:19](I)([CH3:21])[CH3:20].